Task: Predict the product of the given reaction.. Dataset: Forward reaction prediction with 1.9M reactions from USPTO patents (1976-2016) (1) Given the reactants [C:1]([O:5][C:6]([NH:8][CH2:9][C:10]1[CH:24]=[CH:23][C:22]([Cl:25])=[CH:21][C:11]=1[CH2:12][NH:13][C:14](=[O:20])[C@@H:15]1[CH2:19][CH2:18][CH2:17][NH:16]1)=[O:7])([CH3:4])([CH3:3])[CH3:2].[Na].[CH:27]1([C:30]([OH:40])([C:34]2[CH:39]=[CH:38][CH:37]=[CH:36][N:35]=2)[C:31](O)=[O:32])[CH2:29][CH2:28]1.CN1CCOCC1.CN([P+](ON1N=NC2C=CC=CC1=2)(N(C)C)N(C)C)C.F[P-](F)(F)(F)(F)F, predict the reaction product. The product is: [CH:27]1([C:30]([OH:40])([C:34]2[CH:39]=[CH:38][CH:37]=[CH:36][N:35]=2)[C:31]([N:16]2[CH2:17][CH2:18][CH2:19][C@H:15]2[C:14]([NH:13][CH2:12][C:11]2[CH:21]=[C:22]([Cl:25])[CH:23]=[CH:24][C:10]=2[CH2:9][NH:8][C:6]([O:5][C:1]([CH3:4])([CH3:2])[CH3:3])=[O:7])=[O:20])=[O:32])[CH2:29][CH2:28]1. (2) The product is: [CH:2]([C:4]1[CH:5]=[C:6]([CH:10]([NH2:12])[CH3:11])[CH:7]=[N:8][CH:9]=1)([CH3:3])[CH3:1]. Given the reactants [CH2:1]=[C:2]([C:4]1[CH:5]=[C:6]([C:10](=[N:12]O)[CH3:11])[CH:7]=[N:8][CH:9]=1)[CH3:3], predict the reaction product. (3) Given the reactants [CH3:1][C:2]([C:4]1[CH:13]=[CH:12][C:11]2[C:6](=[CH:7][CH:8]=[CH:9][CH:10]=2)[CH:5]=1)=[O:3].[H-].[Na+].[C:16](=O)([O:20]CC)[O:17][CH2:18][CH3:19], predict the reaction product. The product is: [CH2:18]([O:17][C:16](=[O:20])[CH2:1][C:2]([C:4]1[CH:13]=[CH:12][C:11]2[C:6](=[CH:7][CH:8]=[CH:9][CH:10]=2)[CH:5]=1)=[O:3])[CH3:19]. (4) The product is: [F:1][C:2]1[CH:3]=[C:4]2[C:12](=[CH:13][CH:14]=1)[NH:11][C:10]1[CH2:9][CH2:8][C@H:7]([CH2:15][NH2:17])[CH2:6][C:5]2=1. Given the reactants [F:1][C:2]1[CH:3]=[C:4]2[C:12](=[CH:13][CH:14]=1)[NH:11][C:10]1[CH2:9][CH2:8][C@H:7]([C:15]([NH2:17])=O)[CH2:6][C:5]2=1.[H-].[Al+3].[Li+].[H-].[H-].[H-], predict the reaction product.